This data is from HIV replication inhibition screening data with 41,000+ compounds from the AIDS Antiviral Screen. The task is: Binary Classification. Given a drug SMILES string, predict its activity (active/inactive) in a high-throughput screening assay against a specified biological target. (1) The compound is Cl.Nc1ccc(CCN2CCN(c3cccc(C(F)(F)F)c3)CC2)cc1. The result is 0 (inactive). (2) The drug is CN1NC(=O)SC(=O)c2ccccc2C1=O. The result is 0 (inactive). (3) The molecule is CN(C)c1ccc(C=NNC(=O)c2ccccc2Nc2ccccc2C(=O)NN=Cc2ccc(N(C)C)cc2)cc1. The result is 0 (inactive). (4) The molecule is CN=c1ssc(=S)n1C(C)C. The result is 0 (inactive). (5) The drug is O=C(C=Cc1ccc(Cl)cc1)C=C1SCCS1. The result is 0 (inactive). (6) The drug is CC(=O)OC1C#CC=CC#CCC2C(=O)NC12. The result is 0 (inactive). (7) The drug is CS(=O)(=O)OCCN1CCN(C(=O)c2cccc3c(Nc4ccc(S(N)(=O)=O)cc4)c4ccccc4nc23)CC1. The result is 0 (inactive).